Dataset: Reaction yield outcomes from USPTO patents with 853,638 reactions. Task: Predict the reaction yield, written as a fraction of the theoretical maximum amount of product (1.0 means a 100% yield; for example, 0.34 means a 34% yield). (1) The reactants are F[C:2]1[CH:9]=[CH:8][C:5]([CH:6]=[O:7])=[CH:4][CH:3]=1.C([O-])([O-])=O.[K+].[K+].[NH:16]1[CH:20]=[N:19][CH:18]=[N:17]1. The catalyst is CN(C=O)C.O. The product is [N:16]1([C:2]2[CH:9]=[CH:8][C:5]([CH:6]=[O:7])=[CH:4][CH:3]=2)[CH:20]=[N:19][CH:18]=[N:17]1. The yield is 0.650. (2) The reactants are [C:1]1([C@@H:7]([NH:9][C:10]([C@@H:12]2[C:14]3([CH2:19][CH2:18][NH:17][CH2:16][CH2:15]3)[CH2:13]2)=O)[CH3:8])[CH:6]=[CH:5][CH:4]=[CH:3][CH:2]=1.B.[C:21](O[C:21]([O:23][C:24]([CH3:27])([CH3:26])[CH3:25])=[O:22])([O:23][C:24]([CH3:27])([CH3:26])[CH3:25])=[O:22]. The catalyst is C1COCC1. The product is [C:1]1([C@@H:7]([NH:9][CH2:10][C@@H:12]2[C:14]3([CH2:19][CH2:18][N:17]([C:21]([O:23][C:24]([CH3:27])([CH3:26])[CH3:25])=[O:22])[CH2:16][CH2:15]3)[CH2:13]2)[CH3:8])[CH:6]=[CH:5][CH:4]=[CH:3][CH:2]=1. The yield is 0.190. (3) The reactants are [NH2:1][C:2]1([CH2:19][CH2:20][OH:21])[C:15]2[CH:14]=[C:13]([Cl:16])[N:12]=[C:11](F)[C:10]=2[O:9][C:8]2[C:3]1=[CH:4][C:5]([Br:18])=[CH:6][CH:7]=2.[N+:22]([C:25]1C=CC(C(N=C=S)=O)=CC=1)([O-])=O.C1(N=C=NC2CCCCC2)CCCCC1.[C:51](=O)([O-])[O-:52].[K+].[K+]. The catalyst is C1COCC1. The product is [Br:18][C:5]1[CH:4]=[C:3]2[C:2]3([CH2:19][CH2:20][O:21][C:25]([NH2:22])=[N:1]3)[C:15]3[CH:14]=[C:13]([Cl:16])[N:12]=[C:11]([O:52][CH3:51])[C:10]=3[O:9][C:8]2=[CH:7][CH:6]=1. The yield is 0.820. (4) The reactants are [C:1]([O:5][C:6]([N:8]1[CH2:13][CH2:12][N:11]([C:14]2[S:15][C:16](Br)=[CH:17][N:18]=2)[CH2:10][CH2:9]1)=[O:7])([CH3:4])([CH3:3])[CH3:2].[CH2:20]([S:24][S:24][CH2:20][CH2:21][CH2:22][CH3:23])[CH2:21][CH2:22][CH3:23]. No catalyst specified. The product is [C:1]([O:5][C:6]([N:8]1[CH2:13][CH2:12][N:11]([C:14]2[S:15][C:16]([S:24][CH2:20][CH2:21][CH2:22][CH3:23])=[CH:17][N:18]=2)[CH2:10][CH2:9]1)=[O:7])([CH3:4])([CH3:3])[CH3:2]. The yield is 0.930. (5) The reactants are [Cl:1][C:2]1[CH:3]=[C:4]([NH:17][C:18]2[C:23]([C:24]#[CH:25])=[CH:22][N:21]=[CH:20][N:19]=2)[CH:5]=[CH:6][C:7]=1[O:8][CH2:9][C:10]1[CH:15]=[CH:14][CH:13]=[C:12]([F:16])[CH:11]=1.I[C:27]1[S:28][CH:29]=[CH:30][CH:31]=1.O. The catalyst is C1COCC1.Cl[Pd](Cl)([P](C1C=CC=CC=1)(C1C=CC=CC=1)C1C=CC=CC=1)[P](C1C=CC=CC=1)(C1C=CC=CC=1)C1C=CC=CC=1.[Cu]I.C1C=CC(P(C2C=CC=CC=2)C2C=CC=CC=2)=CC=1. The product is [Cl:1][C:2]1[CH:3]=[C:4]([NH:17][C:18]2[C:23]([C:24]#[C:25][C:27]3[S:28][CH:29]=[CH:30][CH:31]=3)=[CH:22][N:21]=[CH:20][N:19]=2)[CH:5]=[CH:6][C:7]=1[O:8][CH2:9][C:10]1[CH:15]=[CH:14][CH:13]=[C:12]([F:16])[CH:11]=1. The yield is 0.750.